Task: Predict the product of the given reaction.. Dataset: Forward reaction prediction with 1.9M reactions from USPTO patents (1976-2016) Given the reactants [CH3:1][O:2][C:3]1[CH:8]=[CH:7][CH:6]=[C:5]([O:9][CH3:10])[C:4]=1[CH:11]1[NH:16][C:15](=[O:17])[CH2:14][CH2:13][CH2:12]1.Br[CH2:19][C:20]1[CH:25]=[CH:24][C:23]([S:26][C:27]([F:30])([F:29])[F:28])=[CH:22][CH:21]=1, predict the reaction product. The product is: [CH3:1][O:2][C:3]1[CH:8]=[CH:7][CH:6]=[C:5]([O:9][CH3:10])[C:4]=1[CH:11]1[N:16]([CH2:19][C:20]2[CH:25]=[CH:24][C:23]([S:26][C:27]([F:30])([F:28])[F:29])=[CH:22][CH:21]=2)[C:15](=[O:17])[CH2:14][CH2:13][CH2:12]1.